This data is from Forward reaction prediction with 1.9M reactions from USPTO patents (1976-2016). The task is: Predict the product of the given reaction. (1) Given the reactants F[C:2]1[CH:9]=[CH:8][C:7]([CH:10]=[O:11])=[CH:6][C:3]=1[C:4]#[N:5].[F:12][C:13]1[CH:14]=[C:15]([OH:20])[CH:16]=[C:17]([F:19])[CH:18]=1, predict the reaction product. The product is: [F:12][C:13]1[CH:14]=[C:15]([CH:16]=[C:17]([F:19])[CH:18]=1)[O:20][C:2]1[CH:9]=[CH:8][C:7]([CH:10]=[O:11])=[CH:6][C:3]=1[C:4]#[N:5]. (2) Given the reactants Cl.[C:2]1([S:8]([N:11]2[CH2:20][CH2:19][C:14]3(OCC[O:15]3)[CH2:13][CH2:12]2)(=[O:10])=[O:9])[CH:7]=[CH:6][CH:5]=[CH:4][CH:3]=1.O.[OH-].[Na+], predict the reaction product. The product is: [C:2]1([S:8]([N:11]2[CH2:12][CH2:13][C:14](=[O:15])[CH2:19][CH2:20]2)(=[O:9])=[O:10])[CH:7]=[CH:6][CH:5]=[CH:4][CH:3]=1. (3) Given the reactants [C:1]1([S:7](Cl)(=[O:9])=[O:8])[CH:6]=[CH:5][CH:4]=[CH:3][CH:2]=1.C(N(CC)CC)C.[NH:18]1[CH2:23][CH2:22][NH:21][CH2:20][CH2:19]1, predict the reaction product. The product is: [C:1]1([S:7]([N:18]2[CH2:23][CH2:22][NH:21][CH2:20][CH2:19]2)(=[O:9])=[O:8])[CH:6]=[CH:5][CH:4]=[CH:3][CH:2]=1. (4) The product is: [CH2:2]([O:9][C:10]1[CH:18]=[CH:17][C:13]([CH2:14][OH:15])=[CH:12][C:11]=1[C@@H:19]([C:29]1[CH:30]=[CH:31][CH:32]=[CH:33][CH:34]=1)[CH2:20][CH2:21][N:22]([CH:23]([CH3:24])[CH3:25])[CH:26]([CH3:27])[CH3:28])[C:3]1[CH:4]=[CH:5][CH:6]=[CH:7][CH:8]=1. Given the reactants Cl.[CH2:2]([O:9][C:10]1[CH:18]=[CH:17][C:13]([C:14](O)=[O:15])=[CH:12][C:11]=1[C@@H:19]([C:29]1[CH:34]=[CH:33][CH:32]=[CH:31][CH:30]=1)[CH2:20][CH2:21][N:22]([CH:26]([CH3:28])[CH3:27])[CH:23]([CH3:25])[CH3:24])[C:3]1[CH:8]=[CH:7][CH:6]=[CH:5][CH:4]=1.COCCO[AlH2-]OCCOC.[Na+].Cl, predict the reaction product. (5) Given the reactants C1CCN(CCCN2CC3C4C=CC(F)=CC=4C(NC=3CC2)=O)CC1.[CH2:26]([N:33]1[C:41]2[CH:40]=[CH:39][CH:38]=[C:37]([C:42]([O:44]C)=[O:43])[C:36]=2[C:35]([CH2:46][CH2:47][NH:48][C@H:49]2[CH:54]3[CH2:55][CH2:56][N:51]([CH2:52][CH2:53]3)[CH2:50]2)=[N:34]1)[C:27]1[CH:32]=[CH:31][CH:30]=[CH:29][CH:28]=1.O.[OH-].[Li+:59], predict the reaction product. The product is: [CH2:26]([N:33]1[C:41]2[CH:40]=[CH:39][CH:38]=[C:37]([C:42]([O-:44])=[O:43])[C:36]=2[C:35]([CH2:46][CH2:47][NH:48][C@H:49]2[CH:54]3[CH2:55][CH2:56][N:51]([CH2:52][CH2:53]3)[CH2:50]2)=[N:34]1)[C:27]1[CH:28]=[CH:29][CH:30]=[CH:31][CH:32]=1.[Li+:59].